From a dataset of Experimentally validated miRNA-target interactions with 360,000+ pairs, plus equal number of negative samples. Binary Classification. Given a miRNA mature sequence and a target amino acid sequence, predict their likelihood of interaction. (1) The miRNA is hsa-miR-548j-3p with sequence CAAAAACUGCAUUACUUUUGC. The protein sequence of the target gene is MSVVPPNRSQTGWPRGVTQFGNKYIQQTKPLTLERTINLYPLTNYTFGTKEPLYEKDSSVAARFQRMREEFDKIGMRRTVEGVLIVHEHRLPHVLLLQLGTTFFKLPGGELNPGEDEVEGLKRLMTEILGRQDGVLQDWVIDDCIGNWWRPNFEPPQYPYIPAHITKPKEHKKLFLVQLQEKALFAVPKNYKLVAAPLFELYDNAPGYGPIISSLPQLLSRFNFIYN. Result: 1 (interaction). (2) The miRNA is hsa-miR-34a-5p with sequence UGGCAGUGUCUUAGCUGGUUGU. The protein sequence of the target gene is MNGKRPAEPGPARVGKKGKKEVMAEFSDAVTEETLKKQVAEAWSRRTPFSHEVIVMDMDPFLHCVIPNFIQSQDFLEGLQKELMNLDFHEKYNDLYKFQQSDDLKKRREPHISTLRKILFEDFRSWLSDISKIDLESTIDMSCAKYEFTDALLCHDDELEGRRIAFILYLVPPWDRSMGGTLDLYSIDEHFQPKQIVKSLIPSWNKLVFFEVSPVSFHQVSEVLSEEKSRLSISGWFHGPSLTRPPNYFEPPIPRSPHIPQDHEILYDWINPTYLDMDYQVQIQEEFEESSEILLKEFLK.... Result: 1 (interaction). (3) The miRNA is hsa-miR-3920 with sequence ACUGAUUAUCUUAACUCUCUGA. The protein sequence of the target gene is MGKRRCVPPLEPKLAAGCCGVKKPKLSGSGTHSHGNQSTTVPGSSSGPLQNHQHVDSSSGRENVSDLTLGPGNSPITRMNPASGALSPLPRPNGTANTTKNLVVTAEMCCYCFDVLYCHLYGFPQPRLPRFTNDPYPLFVTWKTGRDKRLRGCIGTFSAMNLHSGLREYTLTSALKDSRFPPLTREELPKLFCSVSLLTNFEDASDYLDWEVGVHGIRIEFINEKGVKRTATYLPEVAKEQDWDQIQTIDSLLRKGGFKAPITSEFRKTIKLTRYRSEKVTISYAEYIASRQHCFQNGTL.... Result: 0 (no interaction). (4) The miRNA is hsa-miR-4738-3p with sequence UGAAACUGGAGCGCCUGGAGGA. The protein sequence of the target gene is MSSVQSQQEQLSQSDPSPSPNSCSSFELIDMDAGSLYEPVSPHWFYCKIIDSKETWIPFNSEDSQQLEEAYSSGKGCNGRVVPTDGGRYDVHLGERMRYAVYWDELASEVRRCTWFYKGDKDNKYVPYSESFSQVLEETYMLAVTLDEWKKKLESPNREIIILHNPKLMVHYQPVAGSDDWGSTPTEQGRPRTVKRGVENISVDIHCGEPLQIDHLVFVVHGIGPACDLRFRSIVQCVNDFRSVSLNLLQTHFKKAQENQQIGRVEFLPVNWHSPLHSTGVDVDLQRITLPSINRLRHFT.... Result: 1 (interaction). (5) The miRNA is mmu-miR-105 with sequence CCAAGUGCUCAGAUGCUUGUGGU. The protein sequence of the target gene is MDPNCSCATGGSCTCTGSCKCKECKCTSCKKSCCSCCPMSCAKCAQGCICKGASEKCSCCA. Result: 0 (no interaction). (6) The miRNA is mmu-miR-707 with sequence CAGUCAUGCCGCUUGCCUACG. The protein sequence of the target gene is MTKSLESVSFKDVTVDFSRDEWQQLDLAQKSLYREVMLENYFNLISVGCQVPKPEVIFSLEQEEPCMLDGEIPSQSRPDGDIGFGPLQQRMSEEVSFQSEININLFTRDDPYSILEELWKDDEHTRKCGENQNKPLSRVVFINKKTLANDSIFEYKDIGEIVHVNTHLVSSRKRPHNCNSCGKNLEPIITLYNRNNATENSDKTIGDGDIFTHLNSHTEVTACECNQCGKPLHHKQALIQQQKIHTRESLYLFSDYVNVFSPKSHAFAHESICAEEKQHECHECEAVFTQKSQLDGSQRV.... Result: 0 (no interaction). (7) The miRNA is hsa-miR-6731-3p with sequence UCUAUUCCCCACUCUCCCCAG. The protein sequence of the target gene is MGAKEATVRGPGASPVHRTCHLIPLLLAGMLTTGLAQSPVPTSAPRGFWALSENLTVVEGSTVKLWCGVRAPGSVVQWAKDGLLLGPNPKIPGFPRYSLEGDSAKGEFHLLIEACDLSDDAEYECQVGRSELGPELVSPSVILSILVSPKVLQLTPEAGSTVTWVAGQEYVVTCVSGDAKPAPDIIFIQGGRTVEDVSSSVNEGSEEKLFFTEAEARVTPQSSDNGQLLVCEGSNPALATPIKASFTMNILFPPGPPVIDWPGLNEGHVRAGENLELPCIARGGNPPATLQWLKNGKPVS.... Result: 0 (no interaction). (8) The miRNA is hsa-miR-4690-3p with sequence GCAGCCCAGCUGAGGCCUCUG. The protein sequence of the target gene is METKFQRWVRVTVLRGCVGCRTVAVPATATGRDLKERIFAETSFPVAEQRLWRGDREVPDWIKIGDLTSKTCHLFVNLQSKGLKGGGRFGQTTPPLVDFLKDILRRYPEGGQILKELIQNAEDAGATEVKFLYDETQYGTETLWSKDMAQYQGSALYVYNNAVFTPEDWHGIQEIARSRKKDDPLKVGRFGIGFNSVYHITDVPCIFSGDQIGMLDPHQTLFGPHESGQCWNLKDDIKEINELPDQFAPFIGVFGSTKETFTNGSFPGTFFRFPLRLQPSQLSSNLYTKQKVLELFDSFR.... Result: 0 (no interaction). (9) The miRNA is hsa-miR-142-3p with sequence UGUAGUGUUUCCUACUUUAUGGA. The protein sequence of the target gene is MLENYRNLVFLGIAAFKPDLIIFLEQGKEPWNMKRHEMVEEPPVICSHFSQEFWPEQGIEDSFQKMILRRYDKCGHENLHLKISCTNVDECNVHKEGYNKLNQSLTTTQSKVFQCGKYANVFHKCSNSNRHKIRHTGEKGLKCKEYVRSFCMLSHLSQHERIYTRENSYKCEENGKAFNWSSTLTYYKSIHTGEKPYKCEECGKAFSKFSILTKHKVIHTGEKPYKCEECGKAFNRSSILTKHKIIHTGEKPYKCEECGKGFSSVSTLNTHKAIHAEEKPYKCEECGKASNSSSKLMEHK.... Result: 1 (interaction). (10) The miRNA is hsa-miR-3908 with sequence GAGCAAUGUAGGUAGACUGUUU. The protein sequence of the target gene is MSIQAPPRLLELAGQSLLRDQALSISAMEELPRVLYLPLFMEAFRRRHFQTLTVMVQAWPFTCLPLGSLMKTLHLETLKALLEGLHMLLTQKDRPRRRKLQVLDLRDVDENFWARWPGAWALSCFPETMSKRQTAEDRPRMGEHQPLKVFIDICLKEIPQDECLRYLFQWVYQRRGLVHLCCSKLVNYLTPIKHLRKSLKIIYLNSIQELEIHNMSWPRLIRKLRCYLKEMKTLGKLVFSRCHHSTSDNELEGRLVTKFSSVFLGLEHLQLLKIKLITFFSGHLEQLIRCLQNPLENLEL.... Result: 0 (no interaction).